This data is from Catalyst prediction with 721,799 reactions and 888 catalyst types from USPTO. The task is: Predict which catalyst facilitates the given reaction. (1) Reactant: [Cl:1][C:2]1[N:7]=[C:6]([N+:8]([O-:10])=[O:9])[C:5]([OH:11])=[CH:4][CH:3]=1.[H-].[Na+].[CH2:14](Br)[C:15]1[CH:20]=[CH:19][CH:18]=[CH:17][CH:16]=1. Product: [CH2:14]([O:11][C:5]1[C:6]([N+:8]([O-:10])=[O:9])=[N:7][C:2]([Cl:1])=[CH:3][CH:4]=1)[C:15]1[CH:20]=[CH:19][CH:18]=[CH:17][CH:16]=1. The catalyst class is: 3. (2) Reactant: [Br:1][C:2]1[CH:7]=[CH:6][C:5]([Br:8])=[CH:4][C:3]=1[CH:9]1[CH2:14][CH:13]([S:15]([C:18]2[CH:23]=[CH:22][CH:21]=[C:20]([C:24]([F:27])([F:26])[F:25])[CH:19]=2)(=[O:17])=[O:16])[CH2:12][CH2:11][O:10]1.[CH3:28]C([O-])(C)C.[K+].CI. Product: [Br:1][C:2]1[CH:7]=[CH:6][C:5]([Br:8])=[CH:4][C:3]=1[CH:9]1[CH2:14][C:13]([CH3:28])([S:15]([C:18]2[CH:23]=[CH:22][CH:21]=[C:20]([C:24]([F:26])([F:25])[F:27])[CH:19]=2)(=[O:16])=[O:17])[CH2:12][CH2:11][O:10]1. The catalyst class is: 49. (3) Reactant: [OH:1][C:2]1[CH:9]=[CH:8][C:5]([C:6]#[N:7])=[CH:4][CH:3]=1.C(=O)([O-])[O-].[Cs+].[Cs+].CC(N(C)C)=O.Br[C:23]1[S:27][C:26]([CH:28]=[O:29])=[CH:25][CH:24]=1. Product: [CH:28]([C:26]1[S:27][C:23]([O:1][C:2]2[CH:9]=[CH:8][C:5]([C:6]#[N:7])=[CH:4][CH:3]=2)=[CH:24][CH:25]=1)=[O:29]. The catalyst class is: 6. (4) Reactant: [OH:1][C:2]1[CH:9]=[CH:8][CH:7]=[CH:6][C:3]=1[CH2:4][OH:5].N1C=CC=CC=1.[C:16](Cl)(=[O:18])[CH3:17].[Cl-].[NH4+]. Product: [C:16]([O:5][CH2:4][C:3]1[CH:6]=[CH:7][CH:8]=[CH:9][C:2]=1[OH:1])(=[O:18])[CH3:17]. The catalyst class is: 2. (5) Reactant: [C:1]12([NH:11][CH2:12][C:13]3[CH:21]=[CH:20][C:16]([C:17](O)=[O:18])=[CH:15][CH:14]=3)[CH2:10][CH:5]3[CH2:6][CH:7]([CH2:9][CH:3]([CH2:4]3)[CH2:2]1)[CH2:8]2.CCN=C=NCCCN(C)C.[CH:33]1[CH:34]=[CH:35][C:36]2[N:41](O)N=[N:39][C:37]=2[CH:38]=1.C1(N)C=CC=CC=1N.C(N(CC)CC)C. Product: [NH2:39][C:37]1[CH:38]=[CH:33][CH:34]=[CH:35][C:36]=1[NH:41][C:17](=[O:18])[C:16]1[CH:15]=[CH:14][C:13]([CH2:12][NH:11][C:1]23[CH2:8][CH:7]4[CH2:6][CH:5]([CH2:4][CH:3]([CH2:9]4)[CH2:2]2)[CH2:10]3)=[CH:21][CH:20]=1. The catalyst class is: 18. (6) Reactant: [Br:1][C:2]1[CH:8]=[C:7]([Br:9])[CH:6]=[C:5]([N+:10]([O-])=O)[C:3]=1[NH2:4].O. Product: [NH2:4][C:3]1[C:2]([Br:1])=[CH:8][C:7]([Br:9])=[CH:6][C:5]=1[NH2:10]. The catalyst class is: 8. (7) Reactant: C(OC(=O)[NH:7][C@@H:8]1[CH2:13][CH2:12][CH2:11][N:10]([C:14]2[C:19]([OH:20])=[CH:18][N:17]=[C:16]3[NH:21][CH:22]=[C:23]([NH:24][C:25]([C:27]4[CH:28]=[N:29][N:30]([CH2:32][C:33]5[CH:38]=[CH:37][CH:36]=[CH:35][CH:34]=5)[CH:31]=4)=[O:26])[C:15]=23)[CH2:9]1)(C)(C)C.[OH-].[NH4+].C(Cl)Cl. Product: [NH2:7][C@@H:8]1[CH2:13][CH2:12][CH2:11][N:10]([C:14]2[C:19]([OH:20])=[CH:18][N:17]=[C:16]3[NH:21][CH:22]=[C:23]([NH:24][C:25]([C:27]4[CH:28]=[N:29][N:30]([CH2:32][C:33]5[CH:38]=[CH:37][CH:36]=[CH:35][CH:34]=5)[CH:31]=4)=[O:26])[C:15]=23)[CH2:9]1. The catalyst class is: 240. (8) Reactant: [CH:1]([C:3]1[CH:4]=[C:5]([CH:8]=[CH:9][CH:10]=1)[C:6]#[N:7])=[O:2].[F:11][C:12]([Si](C)(C)C)([F:14])[F:13].[F-].C([N+](CCCC)(CCCC)CCCC)CCC. Product: [F:11][C:12]([F:14])([F:13])[CH:1]([C:3]1[CH:4]=[C:5]([CH:8]=[CH:9][CH:10]=1)[C:6]#[N:7])[OH:2]. The catalyst class is: 7. (9) Reactant: [CH2:1]([NH:3][C:4]1[CH:8]=[C:7]([C:9]2[CH:14]=[CH:13][N:12]=[CH:11][CH:10]=2)[S:6][C:5]=1[C:15]([NH2:17])=[O:16])[CH3:2].[CH3:18][C:19]([CH3:21])=O.O.C1(C)C=CC(S(O)(=O)=O)=CC=1.C(=O)([O-])O.[Na+]. Product: [CH2:1]([N:3]1[C:4]2[CH:8]=[C:7]([C:9]3[CH:14]=[CH:13][N:12]=[CH:11][CH:10]=3)[S:6][C:5]=2[C:15](=[O:16])[NH:17][C:19]1([CH3:21])[CH3:18])[CH3:2]. The catalyst class is: 15.